This data is from Orexin1 receptor HTS with 218,158 compounds and 233 confirmed actives. The task is: Binary Classification. Given a drug SMILES string, predict its activity (active/inactive) in a high-throughput screening assay against a specified biological target. (1) The drug is S(=O)(=O)(N1CCOCC1)c1c(n(S(=O)(=O)c2ccc(C(C)(C)C)cc2)nc1C)C. The result is 0 (inactive). (2) The molecule is S=c1n(\N=C\c2ccc(OCC)cc2)cc([nH]1)c1ccccc1. The result is 0 (inactive). (3) The drug is O(c1c(CNC(=O)CCNC(=O)Cn2c(=O)c3c(cc2)cccc3)cccc1)CC. The result is 0 (inactive). (4) The drug is OC(CC([O-])=O)C. The result is 0 (inactive). (5) The molecule is O1CC2C(C3(N(C2c2c1ccc(OC)c2)C(=O)c1c(NC3=O)ccc(c1)C)C)c1ccccc1. The result is 0 (inactive). (6) The compound is O=C1N(C(N(C1)c1nc(NC(C)C)nc(n1)NCC)=N)CC(OCC)=O. The result is 0 (inactive).